Dataset: Reaction yield outcomes from USPTO patents with 853,638 reactions. Task: Predict the reaction yield, written as a fraction of the theoretical maximum amount of product (1.0 means a 100% yield; for example, 0.34 means a 34% yield). (1) The reactants are Cl[C:2]1[CH:7]=[N:6][CH:5]=[C:4]([Cl:8])[N:3]=1.[CH:9]([S:12]([C:15]1[CH:20]=[CH:19][C:18](B(O)O)=[CH:17][CH:16]=1)(=[O:14])=[O:13])([CH3:11])[CH3:10].C([O-])([O-])=O.[Na+].[Na+]. The catalyst is C(O)C.C1(C)C=CC=CC=1.O.C(Cl)Cl.C1C=CC([P]([Pd]([P](C2C=CC=CC=2)(C2C=CC=CC=2)C2C=CC=CC=2)([P](C2C=CC=CC=2)(C2C=CC=CC=2)C2C=CC=CC=2)[P](C2C=CC=CC=2)(C2C=CC=CC=2)C2C=CC=CC=2)(C2C=CC=CC=2)C2C=CC=CC=2)=CC=1. The product is [Cl:8][C:4]1[CH:5]=[N:6][CH:7]=[C:2]([C:18]2[CH:17]=[CH:16][C:15]([S:12]([CH:9]([CH3:11])[CH3:10])(=[O:14])=[O:13])=[CH:20][CH:19]=2)[N:3]=1. The yield is 0.490. (2) The reactants are [CH2:1]([O:3][C:4]([C:6]1[CH:10]=[C:9]([C:11]2[CH:16]=[CH:15][CH:14]=[CH:13][CH:12]=2)[N:8]([C:17]2[CH:22]=[CH:21][C:20]([S:23](=[O:26])(=[O:25])N)=[CH:19][CH:18]=2)[N:7]=1)=[O:5])[CH3:2].Cl.[CH3:28]S(C1C=CC(NN)=CC=1)(=O)=O. No catalyst specified. The product is [CH2:1]([O:3][C:4]([C:6]1[CH:10]=[C:9]([C:11]2[CH:16]=[CH:15][CH:14]=[CH:13][CH:12]=2)[N:8]([C:17]2[CH:22]=[CH:21][C:20]([S:23]([CH3:28])(=[O:26])=[O:25])=[CH:19][CH:18]=2)[N:7]=1)=[O:5])[CH3:2]. The yield is 0.820. (3) The reactants are [CH3:1][O:2][C:3]1[CH:8]=[CH:7][C:6]([C:9]([C:11]2[N:12]=[C:13]3[CH:19]=[CH:18][N:17]([S:20]([C:23]4[CH:29]=[CH:28][C:26]([CH3:27])=[CH:25][CH:24]=4)(=[O:22])=[O:21])[C:14]3=[N:15][CH:16]=2)=O)=[CH:5][CH:4]=1.C(O)CC.CC1C=CC(S([NH:44][NH2:45])(=O)=O)=CC=1.N1CCOCC1. The catalyst is O1CCOCC1.Cl. The product is [CH3:1][O:2][C:3]1[CH:8]=[CH:7][C:6]([C:9]2[N:44]=[N:45][N:12]3[C:13]4[CH:19]=[CH:18][N:17]([S:20]([C:23]5[CH:29]=[CH:28][C:26]([CH3:27])=[CH:25][CH:24]=5)(=[O:21])=[O:22])[C:14]=4[N:15]=[CH:16][C:11]=23)=[CH:5][CH:4]=1. The yield is 0.330. (4) The reactants are [F:1][C:2]1[CH:10]=[C:9]2[C:5]([C:6]([C:20]3[CH:21]=[N:22][N:23](C(OC(C)(C)C)=O)[CH:24]=3)=[CH:7][N:8]2[S:11]([C:14]2[CH:19]=[CH:18][CH:17]=[CH:16][CH:15]=2)(=[O:13])=[O:12])=[CH:4][CH:3]=1.Cl. The catalyst is CO.CCOCC. The product is [F:1][C:2]1[CH:10]=[C:9]2[C:5]([C:6]([C:20]3[CH:24]=[N:23][NH:22][CH:21]=3)=[CH:7][N:8]2[S:11]([C:14]2[CH:15]=[CH:16][CH:17]=[CH:18][CH:19]=2)(=[O:12])=[O:13])=[CH:4][CH:3]=1. The yield is 0.890. (5) The reactants are Cl.[NH:2]1[CH2:7][CH2:6][C:5](=[CH:8][C:9]2[CH:10]=[C:11]([CH:23]=[CH:24][CH:25]=2)[O:12][C:13]2[CH:18]=[CH:17][C:16]([C:19]([F:22])([F:21])[F:20])=[CH:15][N:14]=2)[CH2:4][CH2:3]1.[CH:26]1([C:29]2[S:33][C:32]([NH:34][C:35](=O)[O:36]C3C=CC=CC=3)=[N:31][N:30]=2)[CH2:28][CH2:27]1.C(N(CC)CC)C.O. The catalyst is CS(C)=O. The product is [CH:26]1([C:29]2[S:33][C:32]([NH:34][C:35]([N:2]3[CH2:7][CH2:6][C:5](=[CH:8][C:9]4[CH:25]=[CH:24][CH:23]=[C:11]([O:12][C:13]5[CH:18]=[CH:17][C:16]([C:19]([F:22])([F:20])[F:21])=[CH:15][N:14]=5)[CH:10]=4)[CH2:4][CH2:3]3)=[O:36])=[N:31][N:30]=2)[CH2:28][CH2:27]1. The yield is 0.420.